This data is from Forward reaction prediction with 1.9M reactions from USPTO patents (1976-2016). The task is: Predict the product of the given reaction. (1) Given the reactants OCC[O:4][C:5]1[CH:10]=[CH:9][C:8](C2([C:24]3[CH:29]=[CH:28][C:27](OCCO)=[CH:26][CH:25]=3)C3C=CC=CC=3C3C2=CC=CC=3)=[CH:7][CH:6]=1.[CH2:34]1[O:36][CH2:35]1.[OH:37][C:38]1[CH:43]=[CH:42][C:41]([C:44]2([C:57]3C=C[C:60]([OH:63])=[CH:59][CH:58]=3)[C:56]3[CH:55]=[CH:54][CH:53]=[CH:52][C:51]=3[C:50]3[C:45]2=[CH:46][CH:47]=[CH:48][CH:49]=3)=[CH:40][CH:39]=1.OCCCO[C:69]1[CH:74]=[CH:73][C:72]([C:75]2(C3C=CC(OCCCO)=CC=3)C3C=CC=C[C:75]=3[C:72]3[C:73]2=[CH:74][CH:69]=[CH:70][CH:71]=3)=[CH:71][CH:70]=1.ClCCCO, predict the reaction product. The product is: [OH:63][C:60]1[CH:59]=[CH:58][CH:57]=[CH:44][C:45]=1[C:50]1([C:49]2[CH:48]=[CH:47][CH:46]=[CH:35][C:34]=2[OH:36])[C:28]2[CH:29]=[CH:24][CH:25]=[CH:26][C:27]=2[C:56]2[C:51]1=[CH:52][CH:53]=[CH:54][CH:55]=2.[C:5]1([OH:4])[CH:10]=[CH:9][CH:8]=[CH:7][CH:6]=1.[C:38]1(=[O:37])[C:39]2[C:40]([C:71]3[C:72]([CH:75]=2)=[CH:73][CH:74]=[CH:69][CH:70]=3)=[CH:41][CH:42]=[CH:43]1. (2) Given the reactants [CH3:1][C:2]1[O:6][N:5]=[C:4]([C:7](=[S:9])[NH2:8])[CH:3]=1.Br[CH2:11][C:12](=O)[C:13]([O:15][CH2:16][CH3:17])=[O:14].N1C(C)=CC=CC=1C.C(=O)(O)[O-].[Na+], predict the reaction product. The product is: [CH3:1][C:2]1[O:6][N:5]=[C:4]([C:7]2[S:9][CH:11]=[C:12]([C:13]([O:15][CH2:16][CH3:17])=[O:14])[N:8]=2)[CH:3]=1. (3) Given the reactants [Cl:1][C:2]1[N:3]=[CH:4][C:5]2[NH:11][C:10](=[O:12])[CH:9]([CH3:13])[CH:8]([CH3:14])[N:7]([CH:15]3[CH2:19][CH2:18][CH2:17][CH2:16]3)[C:6]=2[N:20]=1.[CH3:21]N(C)C(=O)C.IC.[H-].[Na+], predict the reaction product. The product is: [Cl:1][C:2]1[N:3]=[CH:4][C:5]2[N:11]([CH3:21])[C:10](=[O:12])[CH:9]([CH3:13])[CH:8]([CH3:14])[N:7]([CH:15]3[CH2:16][CH2:17][CH2:18][CH2:19]3)[C:6]=2[N:20]=1. (4) Given the reactants C(OC(=O)[NH:7][C:8]([CH3:39])([CH2:36][CH2:37][CH3:38])[CH2:9][NH:10][C:11]([C:13]1[C:14]([CH3:35])=[N:15][N:16]2[C:21]([O:22][CH2:23][C:24]3[C:29]([F:30])=[CH:28][CH:27]=[C:26]([C:31]#[N:32])[C:25]=3[F:33])=[CH:20][C:19]([CH3:34])=[CH:18][C:17]=12)=[O:12])(C)(C)C.FC(F)(F)C(O)=O, predict the reaction product. The product is: [NH2:7][C:8]([CH3:39])([CH2:36][CH2:37][CH3:38])[CH2:9][NH:10][C:11]([C:13]1[C:14]([CH3:35])=[N:15][N:16]2[C:21]([O:22][CH2:23][C:24]3[C:29]([F:30])=[CH:28][CH:27]=[C:26]([C:31]#[N:32])[C:25]=3[F:33])=[CH:20][C:19]([CH3:34])=[CH:18][C:17]=12)=[O:12]. (5) Given the reactants [F:1][C:2]1[CH:3]=[C:4]([N:19]([C:28]2[CH:33]=[CH:32][C:31]([F:34])=[CH:30][CH:29]=2)[C:20]([C:22]2([C:25]([NH2:27])=[O:26])[CH2:24][CH2:23]2)=[O:21])[CH:5]=[CH:6][C:7]=1[O:8][C:9]1[CH:14]=[CH:13][N:12]=[C:11]2[CH:15]=[C:16](I)[S:17][C:10]=12.[CH3:35][C:36]([N:40]1[CH2:45][CH2:44][CH:43]([CH2:46][OH:47])[CH2:42][CH2:41]1)([C:38]#[CH:39])[CH3:37], predict the reaction product. The product is: [F:1][C:2]1[CH:3]=[C:4]([N:19]([C:28]2[CH:33]=[CH:32][C:31]([F:34])=[CH:30][CH:29]=2)[C:20]([C:22]2([C:25]([NH2:27])=[O:26])[CH2:24][CH2:23]2)=[O:21])[CH:5]=[CH:6][C:7]=1[O:8][C:9]1[CH:14]=[CH:13][N:12]=[C:11]2[CH:15]=[C:16]([C:39]#[C:38][C:36]([N:40]3[CH2:45][CH2:44][CH:43]([CH2:46][OH:47])[CH2:42][CH2:41]3)([CH3:37])[CH3:35])[S:17][C:10]=12. (6) The product is: [F:17][C:18]1[CH:25]=[CH:24][C:21]([CH:22]=[C:4]2[C:5]3[C:10](=[CH:9][CH:8]=[CH:7][CH:6]=3)[C:2](=[O:1])[O:3]2)=[CH:20][C:19]=1[N+:26]([O-:28])=[O:27]. Given the reactants [O:1]=[C:2]1[C:10]2[C:5](=[CH:6][CH:7]=[CH:8][CH:9]=2)[CH:4](P(=O)(OC)OC)[O:3]1.[F:17][C:18]1[CH:25]=[CH:24][C:21]([CH:22]=O)=[CH:20][C:19]=1[N+:26]([O-:28])=[O:27].C(N(CC)CC)C, predict the reaction product. (7) Given the reactants C([Li])CCC.[NH:6]1[CH:10]=[CH:9][CH:8]=[CH:7]1.Cl[CH2:12][CH2:13][CH2:14][Si:15]([O:22][CH2:23][CH3:24])([O:19][CH2:20][CH3:21])[O:16][CH2:17][CH3:18], predict the reaction product. The product is: [CH2:20]([O:19][Si:15]([O:22][CH2:23][CH3:24])([O:16][CH2:17][CH3:18])[CH2:14][CH2:13][CH2:12][N:6]1[CH:10]=[CH:9][CH:8]=[CH:7]1)[CH3:21]. (8) Given the reactants [CH3:1][C:2]1[N:3](COCC[Si](C)(C)C)[C:4]2[CH:9]=[C:8]([C:10]([O:12][CH2:13][CH3:14])=[O:11])[S:7][C:5]=2[N:6]=1.Cl.C(=O)([O-])O.[Na+], predict the reaction product. The product is: [CH3:1][C:2]1[NH:3][C:4]2[CH:9]=[C:8]([C:10]([O:12][CH2:13][CH3:14])=[O:11])[S:7][C:5]=2[N:6]=1.